From a dataset of Forward reaction prediction with 1.9M reactions from USPTO patents (1976-2016). Predict the product of the given reaction. (1) Given the reactants CC(OC(/N=N/C(OC(C)C)=O)=O)C.[Br:15][C:16]1[CH:17]=[C:18]([CH2:30][OH:31])[CH:19]=[C:20]([O:22][Si:23]([C:26]([CH3:29])([CH3:28])[CH3:27])([CH3:25])[CH3:24])[CH:21]=1.O[C:33]1[CH:38]=[CH:37][CH:36]=[CH:35][C:34]=1[CH2:39][C:40]([O:42][C:43]([CH3:46])([CH3:45])[CH3:44])=[O:41].C1C=CC(P(C2C=CC=CC=2)C2C=CC=CC=2)=CC=1.[NH4+].[Cl-], predict the reaction product. The product is: [Br:15][C:16]1[CH:17]=[C:18]([CH:19]=[C:20]([O:22][Si:23]([C:26]([CH3:27])([CH3:28])[CH3:29])([CH3:25])[CH3:24])[CH:21]=1)[CH2:30][O:31][C:33]1[CH:38]=[CH:37][CH:36]=[CH:35][C:34]=1[CH2:39][C:40]([O:42][C:43]([CH3:46])([CH3:45])[CH3:44])=[O:41]. (2) The product is: [F:1][C:2]1[CH:3]=[CH:4][C:5]([C:8]2[C:16]3[C:11](=[CH:12][C:13]([C:17]([O:19][CH3:20])=[O:18])=[CH:14][CH:15]=3)[N:10]([CH3:23])[CH:9]=2)=[CH:6][CH:7]=1. Given the reactants [F:1][C:2]1[CH:7]=[CH:6][C:5]([C:8]2[C:16]3[C:11](=[CH:12][C:13]([C:17]([O:19][CH3:20])=[O:18])=[CH:14][CH:15]=3)[NH:10][CH:9]=2)=[CH:4][CH:3]=1.[H-].[Na+].[CH3:23]I, predict the reaction product. (3) Given the reactants [OH:1][CH2:2][CH2:3][N:4]1[CH2:9][CH2:8][O:7][CH2:6][CH2:5]1.[H-].[Na+].[NH2:12][C:13]1[C:18]([C:19]#[N:20])=[C:17](F)[CH:16]=[CH:15][CH:14]=1.O, predict the reaction product. The product is: [NH2:12][C:13]1[C:18]([C:19]#[N:20])=[C:17]([O:1][CH2:2][CH2:3][N:4]2[CH2:9][CH2:8][O:7][CH2:6][CH2:5]2)[CH:16]=[CH:15][CH:14]=1. (4) Given the reactants Br[C:2]1[CH:7]=[CH:6][CH:5]=[C:4]([CH2:8][F:9])[N:3]=1.[CH2:10]([N:14]1[N:18]=[C:17]2[CH:19]=[C:20]([F:24])[C:21]([F:23])=[CH:22][C:16]2=[N:15]1)[CH2:11][C:12]#[CH:13], predict the reaction product. The product is: [F:23][C:21]1[C:20]([F:24])=[CH:19][C:17]2=[N:18][N:14]([CH2:10][CH2:11][C:12]#[C:13][C:2]3[CH:7]=[CH:6][CH:5]=[C:4]([CH2:8][F:9])[N:3]=3)[N:15]=[C:16]2[CH:22]=1. (5) Given the reactants [CH2:1]([S:8][C:9](=[S:15])[NH:10][CH2:11][C:12](Cl)=[CH2:13])[C:2]1[CH:7]=[CH:6][CH:5]=[CH:4][CH:3]=1.C(=O)([O-])O.[Na+].S(Cl)([Cl:24])(=O)=O, predict the reaction product. The product is: [CH2:1]([S:8][C:9]1[S:15][C:12]([CH2:13][Cl:24])=[CH:11][N:10]=1)[C:2]1[CH:7]=[CH:6][CH:5]=[CH:4][CH:3]=1. (6) Given the reactants [NH:1]1[C:5]2=[N:6][CH:7]=[CH:8][CH:9]=[C:4]2[C:3]([CH:10]=[C:11]2[O:15][C:14]([NH:16][C:17]3[CH:22]=[CH:21][CH:20]=[C:19]([Cl:23])[CH:18]=3)=[C:13](C(OCC)=O)[C:12]2=[O:29])=[CH:2]1, predict the reaction product. The product is: [NH:1]1[C:5]2=[N:6][CH:7]=[CH:8][CH:9]=[C:4]2[C:3]([CH:10]=[C:11]2[C:12](=[O:29])[CH:13]=[C:14]([NH:16][C:17]3[CH:22]=[CH:21][CH:20]=[C:19]([Cl:23])[CH:18]=3)[O:15]2)=[CH:2]1. (7) Given the reactants C([N:8]1[CH2:13][CH2:12][N:11]([C:14]2([C:17]3[CH:22]=[CH:21][CH:20]=[CH:19][CH:18]=3)[CH2:16][CH2:15]2)[CH2:10][CH2:9]1)C1C=CC=CC=1.[Cl:23]C(OCCl)=O.CO, predict the reaction product. The product is: [C:17]1([C:14]2([N:11]3[CH2:10][CH2:9][NH:8][CH2:13][CH2:12]3)[CH2:15][CH2:16]2)[CH:22]=[CH:21][CH:20]=[CH:19][CH:18]=1.[ClH:23].